The task is: Predict the reaction yield, written as a fraction of the theoretical maximum amount of product (1.0 means a 100% yield; for example, 0.34 means a 34% yield).. This data is from Reaction yield outcomes from USPTO patents with 853,638 reactions. (1) The reactants are [SH:1][C:2]1[N:7]=[C:6]([N:8]2[CH2:13][CH2:12][CH2:11][CH2:10][CH2:9]2)[C:5]2[CH2:14][O:15][C:16]([CH3:19])([CH3:18])[CH2:17][C:4]=2[C:3]=1[C:20]#[N:21].C(=O)([O-])[O-].[K+].[K+].Cl[CH2:29][C:30]([NH2:32])=[O:31]. The catalyst is C(O)C. The product is [NH2:21][C:20]1[C:3]2[C:2](=[N:7][C:6]([N:8]3[CH2:13][CH2:12][CH2:11][CH2:10][CH2:9]3)=[C:5]3[CH2:14][O:15][C:16]([CH3:18])([CH3:19])[CH2:17][C:4]3=2)[S:1][C:29]=1[C:30]([NH2:32])=[O:31]. The yield is 0.640. (2) The reactants are [NH2:1][C:2]([C:4]1[CH:9]=[CH:8][C:7](B(O)O)=[CH:6][CH:5]=1)=[O:3].Br[C:14]1[CH:19]=[CH:18][C:17]([O:20][CH2:21][CH:22]2[CH2:27][CH2:26][N:25]([C:28]([O:30][CH:31]([CH3:33])[CH3:32])=[O:29])[CH2:24][CH2:23]2)=[CH:16][CH:15]=1. No catalyst specified. The product is [NH2:1][C:2]([C:4]1[CH:9]=[CH:8][C:7]([C:14]2[CH:15]=[CH:16][C:17]([O:20][CH2:21][CH:22]3[CH2:23][CH2:24][N:25]([C:28]([O:30][CH:31]([CH3:33])[CH3:32])=[O:29])[CH2:26][CH2:27]3)=[CH:18][CH:19]=2)=[CH:6][CH:5]=1)=[O:3]. The yield is 0.150. (3) The reactants are C([NH:9][C:10]([NH:12][C:13]1[CH:18]=[C:17]([Br:19])[CH:16]=[C:15]([O:20][CH2:21][C:22]2[CH:27]=[CH:26][CH:25]=[CH:24][CH:23]=2)[CH:14]=1)=[S:11])(=O)C1C=CC=CC=1.[OH-].[Na+]. The catalyst is C1COCC1.O. The product is [CH2:21]([O:20][C:15]1[CH:14]=[C:13]([NH:12][C:10]([NH2:9])=[S:11])[CH:18]=[C:17]([Br:19])[CH:16]=1)[C:22]1[CH:23]=[CH:24][CH:25]=[CH:26][CH:27]=1. The yield is 0.940. (4) The reactants are [CH2:1]([O:8][C:9]1[CH:18]=[CH:17][C:12]2[S:13]C(=O)[O:15][C:11]=2[CH:10]=1)[C:2]1[CH:7]=[CH:6][CH:5]=[CH:4][CH:3]=1.[OH-].[K+]. The catalyst is O1CCOCC1. The product is [CH2:1]([O:8][C:9]1[CH:18]=[CH:17][C:12]([SH:13])=[C:11]([OH:15])[CH:10]=1)[C:2]1[CH:3]=[CH:4][CH:5]=[CH:6][CH:7]=1. The yield is 0.814. (5) The reactants are [F:1][C:2]1[CH:7]=[C:6]([F:8])[CH:5]=[CH:4][C:3]=1[OH:9].[H-].[Na+].F[C:13]1[CH:18]=[CH:17][C:16]([S:19]([NH2:22])(=[O:21])=[O:20])=[CH:15][C:14]=1[N+:23]([O-:25])=[O:24].C(OCC)(=O)C. The catalyst is CN(C)C=O. The product is [F:1][C:2]1[CH:7]=[C:6]([F:8])[CH:5]=[CH:4][C:3]=1[O:9][C:13]1[CH:18]=[CH:17][C:16]([S:19]([NH2:22])(=[O:21])=[O:20])=[CH:15][C:14]=1[N+:23]([O-:25])=[O:24]. The yield is 0.950. (6) The reactants are [C:1](OC(=O)C)(=[O:3])[CH3:2].[CH:8]([O:11][C:12]([N:14]1[CH2:20][CH2:19][CH2:18][CH:17]([NH:21][CH2:22][C:23]2[CH:28]=[C:27]([C:29]([F:32])([F:31])[F:30])[CH:26]=[C:25]([C:33]([F:36])([F:35])[F:34])[CH:24]=2)[C:16]2[C:37]([CH3:41])=[CH:38][CH:39]=[CH:40][C:15]1=2)=[O:13])([CH3:10])[CH3:9].N1C=CC=CC=1.Cl. The catalyst is ClCCl. The product is [C:1]([N:21]([CH2:22][C:23]1[CH:28]=[C:27]([C:29]([F:30])([F:32])[F:31])[CH:26]=[C:25]([C:33]([F:34])([F:35])[F:36])[CH:24]=1)[CH:17]1[CH2:18][CH2:19][CH2:20][N:14]([C:12]([O:11][CH:8]([CH3:10])[CH3:9])=[O:13])[C:15]2[CH:40]=[CH:39][CH:38]=[C:37]([CH3:41])[C:16]1=2)(=[O:3])[CH3:2]. The yield is 0.960. (7) The reactants are [C:1]([O:5][C:6]([N:8]1[CH2:12][C:11](=[CH2:13])[CH2:10][CH:9]1[C:14]1[NH:15][C:16]([C:19]2[CH:24]=[CH:23][C:22]([C:25]3[CH:34]=[CH:33][C:32]4[C:27](=[CH:28][CH:29]=[C:30]([C:35]5[NH:36][C:37]([CH:40]6[CH2:44][CH2:43][CH2:42][N:41]6[C:45](=[O:55])[CH:46]([NH:50][C:51]([O:53][CH3:54])=[O:52])[CH:47]([CH3:49])[CH3:48])=[N:38][CH:39]=5)[CH:31]=4)[CH:26]=3)=[CH:21][CH:20]=2)=[CH:17][N:18]=1)=[O:7])([CH3:4])([CH3:3])[CH3:2].[CH3:56]OC(=O)NC(C(N1CCCC1C1NC(C2C=CC3C(=CC=C(Br)C=3)C=2)=CN=1)=O)C(C)C.C(OC(N1C(C2NC(C3C=CC(B4OC(C)(C)C(C)(C)O4)=CC=3)=CN=2)C2CC1CC2)=O)(C)(C)C. No catalyst specified. The product is [C:1]([O:5][C:6]([N:8]1[CH:9]([C:14]2[NH:15][C:16]([C:19]3[CH:20]=[CH:21][C:22]([C:25]4[CH:34]=[CH:33][C:32]5[C:27](=[CH:28][CH:29]=[C:30]([C:35]6[NH:36][C:37]([CH:40]7[CH2:44][CH2:43][CH2:42][N:41]7[C:45](=[O:55])[CH:46]([NH:50][C:51]([O:53][CH3:54])=[O:52])[CH:47]([CH3:48])[CH3:49])=[N:38][CH:39]=6)[CH:31]=5)[CH:26]=4)=[CH:23][CH:24]=3)=[CH:17][N:18]=2)[CH:10]2[CH2:56][CH:12]1[CH2:13][CH2:11]2)=[O:7])([CH3:4])([CH3:2])[CH3:3]. The yield is 0.630. (8) The reactants are [Cl:1][C:2]1[C:3](O)=[N:4][C:5]([NH:8][C:9]2[CH:10]=[CH:11][C:12]([CH:17]3[CH2:19][CH2:18]3)=[C:13]([CH:16]=2)[C:14]#[N:15])=[N:6][CH:7]=1.C1(C)C=CC(S(O)(=O)=O)=CC=1.O=P(Cl)(Cl)[Cl:34]. No catalyst specified. The product is [Cl:34][C:3]1[C:2]([Cl:1])=[CH:7][N:6]=[C:5]([NH:8][C:9]2[CH:10]=[CH:11][C:12]([CH:17]3[CH2:19][CH2:18]3)=[C:13]([CH:16]=2)[C:14]#[N:15])[N:4]=1. The yield is 0.800. (9) The yield is 0.580. The product is [Br:1][C:2]1[CH:3]=[CH:4][C:5]2[C:11]3[S:12][C:13]([C:15]([N:17]([C:19]4[CH:20]=[C:21]([C:22]([N:64]5[CH2:65][CH:62]([OH:61])[CH2:63]5)=[O:23])[CH:25]=[CH:26][C:27]=4[Cl:28])[CH3:18])=[O:16])=[CH:14][C:10]=3[CH2:9][CH2:8][O:7][C:6]=2[CH:29]=1. The reactants are [Br:1][C:2]1[CH:3]=[CH:4][C:5]2[C:11]3[S:12][C:13]([C:15]([N:17]([C:19]4[CH:20]=[C:21]([CH:25]=[CH:26][C:27]=4[Cl:28])[C:22](O)=[O:23])[CH3:18])=[O:16])=[CH:14][C:10]=3[CH2:9][CH2:8][O:7][C:6]=2[CH:29]=1.CCN=C=NCCCN(C)C.C1C=CC2N(O)N=NC=2C=1.CCN(C(C)C)C(C)C.Cl.[OH:61][CH:62]1[CH2:65][NH:64][CH2:63]1. The catalyst is C1COCC1.O.